Dataset: Full USPTO retrosynthesis dataset with 1.9M reactions from patents (1976-2016). Task: Predict the reactants needed to synthesize the given product. (1) Given the product [CH2:18]([C@@H:14]([CH2:13][CH2:12][C@H:8]([CH2:1][C:2]1[CH:3]=[CH:4][CH:5]=[CH:6][CH:7]=1)[C:9]([NH:26][C@H:27]1[CH2:33][CH2:32][S:31][C@H:30]2[CH2:34][CH2:35][CH2:36][C@@H:37]([C:38](=[O:39])[NH:40][C:41]3[S:42][CH:43]=[CH:44][N:45]=3)[N:29]2[C:28]1=[O:46])=[O:11])[C:15]([NH:26][C@@H:27]1[CH2:33][CH2:32][S:31][C@H:30]2[CH2:34][CH2:35][CH2:36][C@@H:37]([C:38](=[O:39])[NH:40][C:41]3[S:42][CH:43]=[CH:44][N:45]=3)[N:29]2[C:28]1=[O:46])=[O:17])[C:19]1[CH:24]=[CH:23][CH:22]=[CH:21][CH:20]=1, predict the reactants needed to synthesize it. The reactants are: [CH2:1]([C@@H:8]([CH2:12][CH2:13][C@H:14]([CH2:18][C:19]1[CH:24]=[CH:23][CH:22]=[CH:21][CH:20]=1)[C:15]([OH:17])=O)[C:9]([OH:11])=O)[C:2]1[CH:7]=[CH:6][CH:5]=[CH:4][CH:3]=1.Cl.[NH2:26][C@H:27]1[CH2:33][CH2:32][S:31][C@H:30]2[CH2:34][CH2:35][CH2:36][C@@H:37]([C:38]([NH:40][C:41]3[S:42][CH:43]=[CH:44][N:45]=3)=[O:39])[N:29]2[C:28]1=[O:46]. (2) Given the product [CH2:33]([O:36][C:37]1[C:48]([O:49][CH3:50])=[C:47]([NH:51][C:52](=[O:91])[C:53]2[CH:58]=[CH:57][C:56]([NH:59][C:60]([C:62]3[CH:67]=[CH:66][C:65]([NH:68][C:69](=[O:84])[C@@H:70]([NH:74][C:75]([C:77]4[CH:82]=[CH:81][C:80]([NH:83][C:1](=[O:11])/[C:2](/[CH3:92])=[CH:3]/[C:4]5[CH:5]=[CH:6][C:7]([O:22][CH2:16][CH:25]=[CH2:26])=[CH:8][CH:9]=5)=[CH:79][N:78]=4)=[O:76])[CH2:71][C:72]#[N:73])=[CH:64][N:63]=3)=[O:61])=[C:55]([O:85][CH3:86])[C:54]=2[O:87][CH2:88][CH:89]=[CH2:90])[CH:46]=[CH:45][C:38]=1[C:39]([O:41][CH2:42][CH:43]=[CH2:44])=[O:40])[CH:34]=[CH2:35], predict the reactants needed to synthesize it. The reactants are: [C:1]([OH:11])(=O)[CH:2]=[CH:3][C:4]1[CH:9]=[CH:8][CH:7]=[CH:6][CH:5]=1.ClC(Cl)(O[C:16](=[O:22])OC(Cl)(Cl)Cl)Cl.N1C(C)=CC(C)=[CH:26][C:25]=1C.[CH2:33]([O:36][C:37]1[C:48]([O:49][CH3:50])=[C:47]([NH:51][C:52](=[O:91])[C:53]2[CH:58]=[CH:57][C:56]([NH:59][C:60]([C:62]3[CH:67]=[CH:66][C:65]([NH:68][C:69](=[O:84])[C@@H:70]([NH:74][C:75]([C:77]4[CH:82]=[CH:81][C:80]([NH2:83])=[CH:79][N:78]=4)=[O:76])[CH2:71][C:72]#[N:73])=[CH:64][N:63]=3)=[O:61])=[C:55]([O:85][CH3:86])[C:54]=2[O:87][CH2:88][CH:89]=[CH2:90])[CH:46]=[CH:45][C:38]=1[C:39]([O:41][CH2:42][CH:43]=[CH2:44])=[O:40])[CH:34]=[CH2:35].[CH3:92]CN(C(C)C)C(C)C. (3) Given the product [Cl:22][C:16]1[CH:17]=[C:18]([Cl:21])[CH:19]=[CH:20][C:15]=1[C:13]1[N:14]=[C:10](/[CH:9]=[CH:8]/[C:5]2[CH:6]=[CH:7][C:2]([C:31]3[CH:32]=[CH:33][C:28]([C:25]([OH:27])=[O:26])=[CH:29][CH:30]=3)=[CH:3][CH:4]=2)[N:11]([CH2:23][CH3:24])[CH:12]=1, predict the reactants needed to synthesize it. The reactants are: Br[C:2]1[CH:7]=[CH:6][C:5](/[CH:8]=[CH:9]/[C:10]2[N:11]([CH2:23][CH3:24])[CH:12]=[C:13]([C:15]3[CH:20]=[CH:19][C:18]([Cl:21])=[CH:17][C:16]=3[Cl:22])[N:14]=2)=[CH:4][CH:3]=1.[C:25]([C:28]1[CH:33]=[CH:32][C:31](B(O)O)=[CH:30][CH:29]=1)([OH:27])=[O:26]. (4) The reactants are: [OH:1][CH2:2][CH2:3][N:4]1[CH2:9][CH2:8][O:7][CH2:6][CH2:5]1.[H-].[Na+].F[C:13]1[CH:20]=[CH:19][C:16]([CH:17]=[O:18])=[CH:15][CH:14]=1. Given the product [O:7]1[CH2:8][CH2:9][N:4]([CH2:3][CH2:2][O:1][C:15]2[CH:14]=[CH:13][CH:20]=[CH:19][C:16]=2[CH:17]=[O:18])[CH2:5][CH2:6]1, predict the reactants needed to synthesize it. (5) Given the product [CH2:15]([N:22]1[C:12](=[O:14])[C:3]2[C:2](=[CH:11][CH:10]=[C:5]([C:6]([O:8][CH3:9])=[O:7])[CH:4]=2)[NH:1][C:23]1=[S:24])[C:16]1[CH:21]=[CH:20][CH:19]=[CH:18][CH:17]=1, predict the reactants needed to synthesize it. The reactants are: [NH2:1][C:2]1[CH:11]=[CH:10][C:5]([C:6]([O:8][CH3:9])=[O:7])=[CH:4][C:3]=1[C:12]([O-:14])=O.[CH2:15]([N:22]=[C:23]=[S:24])[C:16]1[CH:21]=[CH:20][CH:19]=[CH:18][CH:17]=1.N1C=CC=CC=1. (6) Given the product [C:28]([O:31][CH2:32][CH2:33][O:1][C:2]1[C:3]([Se:16][C:17]2[CH:27]=[CH:26][C:20]([C:21]([O:23][CH2:24][CH3:25])=[O:22])=[CH:19][N:18]=2)=[CH:4][C:5]2[C:6]([CH3:14])([CH3:15])[CH2:7][CH2:8][C:9]([CH3:13])([CH3:12])[C:10]=2[CH:11]=1)(=[O:30])[CH3:29], predict the reactants needed to synthesize it. The reactants are: [OH:1][C:2]1[C:3]([Se:16][C:17]2[CH:27]=[CH:26][C:20]([C:21]([O:23][CH2:24][CH3:25])=[O:22])=[CH:19][N:18]=2)=[CH:4][C:5]2[C:6]([CH3:15])([CH3:14])[CH2:7][CH2:8][C:9]([CH3:13])([CH3:12])[C:10]=2[CH:11]=1.[C:28]([O:31][CH2:32][CH2:33]Br)(=[O:30])[CH3:29].C(=O)([O-])[O-].[K+].[K+].